This data is from Reaction yield outcomes from USPTO patents with 853,638 reactions. The task is: Predict the reaction yield, written as a fraction of the theoretical maximum amount of product (1.0 means a 100% yield; for example, 0.34 means a 34% yield). (1) The reactants are Br[C:2]1[CH:3]=[C:4]2[C:9](=[CH:10][CH:11]=1)[N:8]=[CH:7][C:6]([C:12]([CH:14]1[CH2:16][CH2:15]1)=[O:13])=[C:5]2[NH:17][C:18]1[CH:23]=[CH:22][CH:21]=[C:20]([CH2:24][CH2:25][N:26]2[CH2:30][CH2:29][CH2:28][CH2:27]2)[CH:19]=1.[Cl:31][C:32]1[CH:37]=[C:36](B2OC(C)(C)C(C)(C)O2)[CH:35]=[C:34]([F:47])[C:33]=1[OH:48]. No catalyst specified. The product is [Cl:31][C:32]1[CH:37]=[C:36]([C:2]2[CH:3]=[C:4]3[C:9](=[CH:10][CH:11]=2)[N:8]=[CH:7][C:6]([C:12]([CH:14]2[CH2:16][CH2:15]2)=[O:13])=[C:5]3[NH:17][C:18]2[CH:23]=[CH:22][CH:21]=[C:20]([CH2:24][CH2:25][N:26]3[CH2:27][CH2:28][CH2:29][CH2:30]3)[CH:19]=2)[CH:35]=[C:34]([F:47])[C:33]=1[OH:48]. The yield is 0.320. (2) The reactants are [CH:1]([S:4]([N:7]1[C:11]2[CH:12]=[C:13]([C:16]3[N:17]=[C:18]([CH:27]4[CH2:32][CH2:31][NH:30][CH2:29][CH2:28]4)[NH:19][C:20]=3[C:21]3[CH:26]=[CH:25][CH:24]=[CH:23][CH:22]=3)[CH:14]=[CH:15][C:10]=2[N:9]=[C:8]1[NH2:33])(=[O:6])=[O:5])([CH3:3])[CH3:2].[CH2:34](N(CC)CC)[CH3:35].ICC. The catalyst is CN(C)C=O. The product is [CH:1]([S:4]([N:7]1[C:11]2[CH:12]=[C:13]([C:16]3[N:17]=[C:18]([CH:27]4[CH2:32][CH2:31][N:30]([CH2:34][CH3:35])[CH2:29][CH2:28]4)[NH:19][C:20]=3[C:21]3[CH:26]=[CH:25][CH:24]=[CH:23][CH:22]=3)[CH:14]=[CH:15][C:10]=2[N:9]=[C:8]1[NH2:33])(=[O:5])=[O:6])([CH3:3])[CH3:2]. The yield is 0.760. (3) The reactants are [CH3:1][O:2][C:3]([C:5]1([C:8]2[CH:13]=[CH:12][C:11]([O:14]C)=[C:10]([N+:16]([O-:18])=[O:17])[CH:9]=2)[CH2:7][CH2:6]1)=[O:4].B(Br)(Br)Br.O. The catalyst is C(Cl)Cl. The product is [CH3:1][O:2][C:3]([C:5]1([C:8]2[CH:13]=[CH:12][C:11]([OH:14])=[C:10]([N+:16]([O-:18])=[O:17])[CH:9]=2)[CH2:6][CH2:7]1)=[O:4]. The yield is 0.780. (4) The reactants are [CH:1]([C:3]1[CH2:9][C:8]2[CH:10]=[C:11]3[O:16][CH2:15][O:14][C:12]3=[CH:13][C:7]=2[C:6]([C:17]2[CH:22]=[CH:21][C:20]([N+:23]([O-:25])=[O:24])=[CH:19][CH:18]=2)=[N:5][N:4]=1)=[O:2].O.B([O-])=O.[Na+]. The catalyst is C1COCC1. The product is [OH:2][CH2:1][C:3]1[CH2:9][C:8]2[CH:10]=[C:11]3[O:16][CH2:15][O:14][C:12]3=[CH:13][C:7]=2[C:6]([C:17]2[CH:22]=[CH:21][C:20]([N+:23]([O-:25])=[O:24])=[CH:19][CH:18]=2)=[N:5][N:4]=1. The yield is 0.780. (5) The reactants are [OH:1][C:2]1[CH:9]=[CH:8][C:5]([CH:6]=O)=[CH:4][CH:3]=1.[NH:10]1[CH2:15][CH2:14][O:13][CH2:12][CH2:11]1.C(O)=O.Cl. The catalyst is O. The product is [O:13]1[CH2:14][CH2:15][N:10]([CH2:6][C:5]2[CH:8]=[CH:9][C:2]([OH:1])=[CH:3][CH:4]=2)[CH2:11][CH2:12]1. The yield is 0.800. (6) The reactants are [Cl:1][C:2]1[CH:19]=[CH:18][C:5](/[CH:6]=[N:7]/[C:8]2[CH:16]=[CH:15][CH:14]=[C:13]3[C:9]=2[CH2:10][O:11][C:12]3=[O:17])=[CH:4][CH:3]=1.[CH3:20][N:21]1[CH:25]=[CH:24][N:23]=[C:22]1[CH:26]=O.[O-:28][CH2:29][CH3:30].[Na+].C(O)C. The catalyst is C(OCC)(=O)CC. The product is [Cl:1][C:2]1[CH:3]=[CH:4][C:5]([CH:6]2[CH:26]([C:22]3[N:21]([CH3:20])[CH:25]=[CH:24][N:23]=3)[C:29](=[O:28])[C:30]3[C:13]([C:12]([O:11][CH2:10][CH3:9])=[O:17])=[CH:14][CH:15]=[CH:16][C:8]=3[NH:7]2)=[CH:18][CH:19]=1. The yield is 0.200. (7) The yield is 0.402. The product is [O:17]=[C:7]1[NH:6][C:5]2[CH:4]=[C:3]([CH2:2][N:38]3[CH2:39][CH2:40][N:35]([C:41]4[CH:48]=[CH:47][C:44]([C:45]#[N:46])=[CH:43][N:42]=4)[CH2:36][CH2:37]3)[CH:12]=[N:11][C:10]=2[N:9]2[CH2:13][CH2:14][S:15][CH2:16][C@@H:8]12. The catalyst is C(#N)CC. The reactants are O[CH2:2][C:3]1[CH:12]=[N:11][C:10]2[N:9]3[CH2:13][CH2:14][S:15][CH2:16][C@H:8]3[C:7](=[O:17])[NH:6][C:5]=2[CH:4]=1.[I-].C(C[P+](C)(C)C)#N.C(N(C(C)C)C(C)C)C.[N:35]1([C:41]2[CH:48]=[CH:47][C:44]([C:45]#[N:46])=[CH:43][N:42]=2)[CH2:40][CH2:39][NH:38][CH2:37][CH2:36]1.